From a dataset of Reaction yield outcomes from USPTO patents with 853,638 reactions. Predict the reaction yield, written as a fraction of the theoretical maximum amount of product (1.0 means a 100% yield; for example, 0.34 means a 34% yield). (1) The reactants are [N:1]12[CH2:8][CH2:7][CH:4]([CH2:5][CH2:6]1)[CH:3]([O:9][C:10](=[O:19])[NH:11][C:12]1[CH:17]=[CH:16][CH:15]=[CH:14][C:13]=1Br)[CH2:2]2.[CH3:20][O:21][C:22]1[CH:27]=[CH:26][CH:25]=[CH:24][C:23]=1B(O)O. No catalyst specified. The product is [CH3:20][O:21][C:22]1[CH:27]=[CH:26][CH:25]=[CH:24][C:23]=1[C:13]1[CH:14]=[CH:15][CH:16]=[CH:17][C:12]=1[NH:11][C:10](=[O:19])[O:9][CH:3]1[CH:4]2[CH2:7][CH2:8][N:1]([CH2:6][CH2:5]2)[CH2:2]1. The yield is 0.720. (2) The reactants are [NH2:1][C:2]1[N:3]=[CH:4][C:5]([C:18]2[CH:39]=[CH:38][C:21]([C:22]([N:24]3[CH2:30][CH2:29][CH2:28][N:27](C(OC(C)(C)C)=O)[CH2:26][CH2:25]3)=[O:23])=[CH:20][CH:19]=2)=[N:6][C:7]=1[C:8]1[NH:12][C:11]2[CH:13]=[C:14]([CH3:17])[CH:15]=[CH:16][C:10]=2[N:9]=1.C(O)(C(F)(F)F)=O. The catalyst is C(Cl)Cl. The product is [NH2:1][C:2]1[N:3]=[CH:4][C:5]([C:18]2[CH:39]=[CH:38][C:21]([C:22]([N:24]3[CH2:30][CH2:29][CH2:28][NH:27][CH2:26][CH2:25]3)=[O:23])=[CH:20][CH:19]=2)=[N:6][C:7]=1[C:8]1[NH:12][C:11]2[CH:13]=[C:14]([CH3:17])[CH:15]=[CH:16][C:10]=2[N:9]=1. The yield is 0.990. (3) The reactants are [CH3:1][C:2]1[CH:8]=[C:7]([I:9])[CH:6]=[CH:5][C:3]=1[NH2:4].[Li+].CC([N-]C(C)C)C.[NH:18]1[C:22](C2C=C(Cl)C=CC=2F)=[N:21][N:20]=[N:19]1.C(Cl)[Cl:32]. The catalyst is C1COCC1. The product is [Cl:32][C:7]1([I:9])[CH:6]=[CH:5][CH:3]([NH2:4])[C:2]([C:22]2[NH:21][N:20]=[N:19][N:18]=2)([CH3:1])[CH2:8]1. The yield is 0.480.